Dataset: Forward reaction prediction with 1.9M reactions from USPTO patents (1976-2016). Task: Predict the product of the given reaction. (1) Given the reactants [CH3:1][C:2]([CH3:8])([CH:6]=[CH2:7])[CH2:3][CH:4]=O.[NH3:9].C1(C)C(S([CH2:19][N+:20]#[C-:21])(=O)=O)=CC=CC=1, predict the reaction product. The product is: [CH3:1][C:2]([CH3:8])([CH:6]=[CH2:7])[CH2:3][C:4]1[N:9]=[CH:19][NH:20][CH:21]=1. (2) Given the reactants [CH3:1][CH:2]([CH3:8])[C:3](=O)[CH2:4][C:5]#[N:6].[NH2:9][NH2:10], predict the reaction product. The product is: [CH:2]([C:3]1[CH:4]=[C:5]([NH2:6])[NH:10][N:9]=1)([CH3:8])[CH3:1]. (3) Given the reactants [CH3:1][C:2]1[CH:3]=[C:4](Cl)[CH:5]=[CH:6][C:7]=1[CH3:8].[C:10]1(B(O)O)[CH:15]=[CH:14][CH:13]=[CH:12][CH:11]=1.C([O-])([O-])=O.[K+].[K+], predict the reaction product. The product is: [CH3:1][C:2]1[CH:3]=[C:4]([C:10]2[CH:15]=[CH:14][CH:13]=[CH:12][CH:11]=2)[CH:5]=[CH:6][C:7]=1[CH3:8]. (4) Given the reactants [NH:1]1[C:9]2[C:4](=[CH:5][CH:6]=[CH:7][N:8]=2)[CH:3]=[CH:2]1.[C:10]1([CH3:20])[CH:15]=[CH:14][C:13]([S:16](Cl)(=[O:18])=[O:17])=[CH:12][CH:11]=1.S([O-])([O-])(=O)=O.[OH-].[Na+], predict the reaction product. The product is: [C:10]1([CH3:20])[CH:15]=[CH:14][C:13]([S:16]([N:1]2[C:9]3=[N:8][CH:7]=[CH:6][CH:5]=[C:4]3[CH:3]=[CH:2]2)(=[O:18])=[O:17])=[CH:12][CH:11]=1. (5) Given the reactants [C:1]([NH:4][C:5]1[N:6]=[C:7]2[CH:12]=[CH:11][C:10]([C:13]3[N:17]([CH:18]4[CH2:23][CH2:22][N:21]([C:24]([O:26][C:27]([CH3:30])([CH3:29])[CH3:28])=[O:25])[CH2:20][CH2:19]4)[CH:16]=[N:15][C:14]=3[C:31]3[CH:36]=[CH:35][C:34]([F:37])=[CH:33][CH:32]=3)=[N:9][N:8]2[CH:38]=1)(=[O:3])[CH3:2].[CH3:39]C1(C)C(C)(C)OB(C2C=CC3N(C=C(NC(=O)C)N=3)N=2)O1.BrC1N(C2CCN(C(OC(C)(C)C)=O)CC2)C(C)=NC=1C1C=CC(F)=CC=1, predict the reaction product. The product is: [C:1]([NH:4][C:5]1[N:6]=[C:7]2[CH:12]=[CH:11][C:10]([C:13]3[N:17]([CH:18]4[CH2:19][CH2:20][N:21]([C:24]([O:26][C:27]([CH3:30])([CH3:29])[CH3:28])=[O:25])[CH2:22][CH2:23]4)[C:16]([CH3:39])=[N:15][C:14]=3[C:31]3[CH:36]=[CH:35][C:34]([F:37])=[CH:33][CH:32]=3)=[N:9][N:8]2[CH:38]=1)(=[O:3])[CH3:2]. (6) Given the reactants C1([C@H](N)C)C=CC=CC=1.[C:10]([O:14][C:15]([NH:17][C@@H:18]1[C@@H:23]2[CH2:24][C@@H:20]([CH:21]=[CH:22]2)[C@@H:19]1[C:25]([OH:27])=[O:26])=[O:16])([CH3:13])([CH3:12])[CH3:11].C(OCC)(=O)C.Cl, predict the reaction product. The product is: [C:10]([O:14][C:15]([NH:17][C@@H:18]1[C@@H:23]2[CH2:24][C@@H:20]([CH:21]=[CH:22]2)[C@@H:19]1[C:25]([OH:27])=[O:26])=[O:16])([CH3:13])([CH3:11])[CH3:12].